From a dataset of TCR-epitope binding with 47,182 pairs between 192 epitopes and 23,139 TCRs. Binary Classification. Given a T-cell receptor sequence (or CDR3 region) and an epitope sequence, predict whether binding occurs between them. (1) The epitope is GTSGSPIIDK. The TCR CDR3 sequence is CASSVRGPSGELFF. Result: 0 (the TCR does not bind to the epitope). (2) The epitope is QYDPVAALF. The TCR CDR3 sequence is CSVTTGTLYEQYF. Result: 0 (the TCR does not bind to the epitope). (3) Result: 0 (the TCR does not bind to the epitope). The epitope is QYDPVAALF. The TCR CDR3 sequence is CASSLEGTYSNTGELFF. (4) The epitope is EHPTFTSQYRIQGKL. The TCR CDR3 sequence is CASSSTGYYGYTF. Result: 1 (the TCR binds to the epitope). (5) The epitope is GTSGSPIVNR. The TCR CDR3 sequence is CASSPDRGLEQYF. Result: 0 (the TCR does not bind to the epitope).